Dataset: Catalyst prediction with 721,799 reactions and 888 catalyst types from USPTO. Task: Predict which catalyst facilitates the given reaction. Reactant: [Br:1][C:2]1[C:3]([C:14]2[CH:19]=[CH:18][C:17]([Cl:20])=[CH:16][CH:15]=2)=[C:4]2[C:9](=[CH:10][C:11]=1[CH3:12])[CH:8]=[C:7]([OH:13])[CH:6]=[CH:5]2.[CH3:21][CH:22]([Si:24](Cl)([CH:28]([CH3:30])[CH3:29])[CH:25]([CH3:27])[CH3:26])[CH3:23].C1CCN2C(=NCCC2)CC1. Product: [Br:1][C:2]1[C:3]([C:14]2[CH:19]=[CH:18][C:17]([Cl:20])=[CH:16][CH:15]=2)=[C:4]2[C:9](=[CH:10][C:11]=1[CH3:12])[CH:8]=[C:7]([O:13][Si:24]([CH:28]([CH3:30])[CH3:29])([CH:25]([CH3:27])[CH3:26])[CH:22]([CH3:23])[CH3:21])[CH:6]=[CH:5]2. The catalyst class is: 64.